From a dataset of TCR-epitope binding with 47,182 pairs between 192 epitopes and 23,139 TCRs. Binary Classification. Given a T-cell receptor sequence (or CDR3 region) and an epitope sequence, predict whether binding occurs between them. (1) The epitope is RIFTIGTVTLK. The TCR CDR3 sequence is CASSFTRGEQFF. Result: 0 (the TCR does not bind to the epitope). (2) The epitope is FIAGLIAIV. The TCR CDR3 sequence is CSVDPTGSGNTIYF. Result: 0 (the TCR does not bind to the epitope).